Dataset: Full USPTO retrosynthesis dataset with 1.9M reactions from patents (1976-2016). Task: Predict the reactants needed to synthesize the given product. (1) The reactants are: [C:1]1([C:7]#[C:8][C:9]2[C:20]3[C:21]4[C:12]([CH2:13][CH2:14][N:15]([CH:22]5[CH2:27][CH2:26][C:25](=O)[CH2:24][CH2:23]5)[C:16]=4[CH:17]=[CH:18][CH:19]=3)=[CH:11][N:10]=2)[CH:6]=[CH:5][CH:4]=[CH:3][CH:2]=1.[CH3:29][O:30][C:31]1[CH:38]=[CH:37][C:34]([CH2:35][NH2:36])=[CH:33][CH:32]=1. Given the product [CH3:29][O:30][C:31]1[CH:38]=[CH:37][C:34]([CH2:35][NH:36][CH:25]2[CH2:26][CH2:27][CH:22]([N:15]3[C:16]4=[C:21]5[C:20](=[CH:19][CH:18]=[CH:17]4)[C:9]([C:8]#[C:7][C:1]4[CH:2]=[CH:3][CH:4]=[CH:5][CH:6]=4)=[N:10][CH:11]=[C:12]5[CH2:13][CH2:14]3)[CH2:23][CH2:24]2)=[CH:33][CH:32]=1, predict the reactants needed to synthesize it. (2) Given the product [Cl:1][C:2]1[C:3]([C:17]2[CH:16]=[CH:15][CH:14]=[C:13]([Cl:12])[CH:18]=2)=[CH:4][C:5]([C:8]([OH:10])=[O:9])=[N:6][CH:7]=1, predict the reactants needed to synthesize it. The reactants are: [Cl:1][C:2]1[C:3](I)=[CH:4][C:5]([C:8]([OH:10])=[O:9])=[N:6][CH:7]=1.[Cl:12][C:13]1[CH:14]=[C:15](B(O)O)[CH:16]=[CH:17][CH:18]=1.C(=O)([O-])[O-].[Na+].[Na+].Cl. (3) Given the product [CH3:29][C:11]([S:8]([CH2:7][CH2:6][S:5][C:2]([F:1])([F:4])[F:3])(=[O:9])=[O:10])([CH2:20][CH2:19][S:18][C:15]([F:17])([F:16])[F:14])[C:12]#[N:13], predict the reactants needed to synthesize it. The reactants are: [F:1][C:2]([S:5][CH2:6][CH2:7][S:8]([CH2:11][C:12]#[N:13])(=[O:10])=[O:9])([F:4])[F:3].[F:14][C:15]([S:18][CH2:19][CH2:20]OS(C(F)(F)F)(=O)=O)([F:17])[F:16].[C:29]([O-])([O-])=O.[K+].[K+]. (4) Given the product [ClH:1].[C:5]([NH:7][C@H:8]1[CH2:12][NH:11][C@H:10]([C:23]([O:25][CH3:26])=[O:24])[CH2:9]1)(=[O:4])[C:6]1[CH:23]=[CH:10][CH:9]=[CH:8][CH:12]=1, predict the reactants needed to synthesize it. The reactants are: [ClH:1].C([O:4][CH2:5][CH3:6])C.[NH2:7][C@H:8]1[CH2:12][N:11](C(OCC2C=CC=CC=2)=O)[C@H:10]([C:23]([O:25][CH3:26])=[O:24])[CH2:9]1. (5) Given the product [CH:13]1([C:12]2[C:7]([C:4]#[N:5])=[CH:8][N:9]=[CH:10][C:11]=2[F:16])[CH2:15][CH2:14]1, predict the reactants needed to synthesize it. The reactants are: [Cu]([C:4]#[N:5])C#N.Br[C:7]1[CH:8]=[N:9][CH:10]=[C:11]([F:16])[C:12]=1[CH:13]1[CH2:15][CH2:14]1. (6) Given the product [CH:1]1([C:9]2[CH:14]=[CH:13][CH:12]=[CH:11][C:10]=2[C:15]2[O:16][CH2:17][C:18]([CH3:21])([CH3:20])[N:19]=2)[CH2:4][CH2:3][CH2:2]1, predict the reactants needed to synthesize it. The reactants are: [CH:1]1([Mg]Cl)[CH2:4][CH2:3][CH2:2]1.CO[C:9]1[CH:14]=[CH:13][CH:12]=[CH:11][C:10]=1[C:15]1[O:16][CH2:17][C:18]([CH3:21])([CH3:20])[N:19]=1. (7) Given the product [CH2:1]([O:3][C:4](=[O:12])[C:5]1[CH:10]=[CH:9][C:8]([N:11]=[CH:19][C:15]2[CH:14]=[N:13][CH:18]=[CH:17][CH:16]=2)=[CH:7][CH:6]=1)[CH3:2], predict the reactants needed to synthesize it. The reactants are: [CH2:1]([O:3][C:4](=[O:12])[C:5]1[CH:10]=[CH:9][C:8]([NH2:11])=[CH:7][CH:6]=1)[CH3:2].[N:13]1[CH:18]=[CH:17][CH:16]=[C:15]([CH:19]=O)[CH:14]=1.